This data is from Reaction yield outcomes from USPTO patents with 853,638 reactions. The task is: Predict the reaction yield, written as a fraction of the theoretical maximum amount of product (1.0 means a 100% yield; for example, 0.34 means a 34% yield). (1) The reactants are [F:1][C:2]1[CH:3]=[C:4]([C@H:10]2[CH2:14][CH2:13][CH2:12][N:11]2[C:15]2[CH:20]=[CH:19][N:18]3[N:21]=[CH:22][C:23]([C:24]([OH:26])=O)=[C:17]3[N:16]=2)[C:5]([O:8][CH3:9])=[N:6][CH:7]=1.[NH3:27]. The catalyst is CO. The product is [F:1][C:2]1[CH:3]=[C:4]([C@H:10]2[CH2:14][CH2:13][CH2:12][N:11]2[C:15]2[CH:20]=[CH:19][N:18]3[N:21]=[CH:22][C:23]([C:24]([NH2:27])=[O:26])=[C:17]3[N:16]=2)[C:5]([O:8][CH3:9])=[N:6][CH:7]=1. The yield is 0.380. (2) The reactants are [Br:1][C:2]1[CH:3]=[C:4]([CH:9]=[CH:10][C:11]=1/[CH:12]=[CH:13]/[C:14]([O:16][CH3:17])=[O:15])[C:5]([O:7][CH3:8])=[O:6].[S:18](=[O:21])([OH:20])[O-:19].[Na+]. The catalyst is C(O)C.O. The product is [Br:1][C:2]1[CH:3]=[C:4]([C:5]([O:7][CH3:8])=[O:6])[CH:9]=[CH:10][C:11]=1[CH:12]([S:18]([OH:21])(=[O:20])=[O:19])[CH2:13][C:14]([O:16][CH3:17])=[O:15]. The yield is 0.680. (3) The product is [CH3:21][O:1][C:2]1[CH:11]=[CH:10][C:5]2[C:6](=[O:9])[CH2:7][O:8][C:4]=2[C:3]=1[CH2:12][N:13]1[CH2:18][CH2:17][O:16][CH2:15][CH2:14]1. The yield is 0.820. The catalyst is C1COCC1. The reactants are [OH:1][C:2]1[CH:11]=[CH:10][C:5]2[C:6](=[O:9])[CH2:7][O:8][C:4]=2[C:3]=1[CH2:12][N:13]1[CH2:18][CH2:17][O:16][CH2:15][CH2:14]1.CO.[C:21]1(P(C2C=CC=CC=2)C2C=CC=CC=2)C=CC=CC=1.N(C(OCC)=O)=NC(OCC)=O.C1(C)C=CC=CC=1. (4) The reactants are [C:1]([C:3]1[CH:22]=[C:21]([C:23]2[CH:28]=[CH:27][N:26]=[C:25]([NH:29][C:30]3[CH:35]=[CH:34][C:33]([C:36](OC)=[O:37])=[CH:32][CH:31]=3)[N:24]=2)[CH:20]=[CH:19][C:4]=1[O:5][CH:6]1[CH2:11][CH2:10][N:9]([C:12]([O:14]C(C)(C)C)=O)[CH2:8][CH2:7]1)#[N:2].[NH2:40]C1C=CC(C(OC)=O)=CC=1.ClC1N=C(C2C=CC(O[CH:63]3[CH2:68][CH2:67][N:66]([C:69](OC(C)(C)C)=O)[CH2:65]C3)=C(C#N)C=2)C=CN=1.C(=O)([O-])[O-].[Cs+].[Cs+].C1C=CC(P(C2C(C3C(P(C4C=CC=CC=4)C4C=CC=CC=4)=CC=C4C=3C=CC=C4)=C3C(C=CC=C3)=CC=2)C2C=CC=CC=2)=CC=1.[O:132]1CCO[CH2:134][CH2:133]1. The catalyst is C([O-])(=O)C.[Pd+2].C([O-])(=O)C. The product is [C:1]([C:3]1[CH:22]=[C:21]([C:23]2[CH:28]=[CH:27][N:26]=[C:25]([NH:29][C:30]3[CH:31]=[CH:32][C:33]([C:36]([NH:40][CH2:63][CH2:68][CH2:67][N:66]([CH3:65])[CH3:69])=[O:37])=[CH:34][CH:35]=3)[N:24]=2)[CH:20]=[CH:19][C:4]=1[O:5][CH:6]1[CH2:7][CH2:8][N:9]([C:12](=[O:14])[C@H:133]([OH:132])[CH3:134])[CH2:10][CH2:11]1)#[N:2]. The yield is 0.690. (5) The reactants are Cl.[Cl:2][C:3]1[CH:8]=[CH:7][CH:6]=[C:5]([Cl:9])[C:4]=1[NH:10][NH2:11].[OH-].[Na+].C(O[CH:17]=[C:18]([C:21]#[N:22])[C:19]#[N:20])C. The catalyst is CCOC(C)=O. The product is [NH2:22][C:21]1[N:10]([C:4]2[C:3]([Cl:2])=[CH:8][CH:7]=[CH:6][C:5]=2[Cl:9])[N:11]=[CH:17][C:18]=1[C:19]#[N:20]. The yield is 0.940.